From a dataset of Reaction yield outcomes from USPTO patents with 853,638 reactions. Predict the reaction yield, written as a fraction of the theoretical maximum amount of product (1.0 means a 100% yield; for example, 0.34 means a 34% yield). (1) The reactants are C[O:2][C:3](=[O:18])[CH:4]([C:7]1[CH:12]=[C:11]([O:13][CH:14]([F:16])[F:15])[CH:10]=[C:9]([Cl:17])[CH:8]=1)[CH:5]=[O:6].CO.[BH4-].[Na+]. The catalyst is C1COCC1.C(OCC)(=O)C.O. The product is [Cl:17][C:9]1[CH:8]=[C:7]([CH:12]=[C:11]([O:13][CH:14]([F:15])[F:16])[CH:10]=1)[CH:4]([CH2:5][OH:6])[C:3]([OH:18])=[O:2]. The yield is 0.480. (2) The reactants are [Cl:1][C:2]1[CH:7]=[CH:6][N:5]=[C:4]([C:8](Cl)=[O:9])[CH:3]=1.[CH3:11][NH2:12]. The catalyst is C1COCC1.CCO. The product is [Cl:1][C:2]1[CH:7]=[CH:6][N:5]=[C:4]([C:8]([NH:12][CH3:11])=[O:9])[CH:3]=1. The yield is 0.600. (3) The yield is 0.760. The reactants are [B:10]1([B:10]2[O:14][C:13]([CH3:16])([CH3:15])[C:12]([CH3:18])([CH3:17])[O:11]2)[O:14][C:13]([CH3:16])([CH3:15])[C:12]([CH3:18])([CH3:17])[O:11]1.CC([O-])=O.[K+].FC(F)(F)S(O[C:30]1[CH2:31][CH2:32][N:33]([O:36][C:37](=[O:42])[C:38]([CH3:41])([CH3:40])[CH3:39])[CH2:34][CH:35]=1)(=O)=O. The catalyst is O1CCOCC1.C1C=CC(P(C2C=CC=CC=2)[C-]2C=CC=C2)=CC=1.C1C=CC(P(C2C=CC=CC=2)[C-]2C=CC=C2)=CC=1.[Fe+2]. The product is [CH3:39][C:38]([CH3:41])([CH3:40])[C:37]([O:36][N:33]1[CH2:32][CH:31]=[C:30]([B:10]2[O:11][C:12]([CH3:17])([CH3:18])[C:13]([CH3:15])([CH3:16])[O:14]2)[CH2:35][CH2:34]1)=[O:42]. (4) The catalyst is C1C=CC=CC=1.O=[Mn]=O. The yield is 0.540. The product is [CH:1]([C:4]1[C:5]([O:12][CH2:13][CH2:14][CH3:15])=[C:6]([CH:7]=[CH:8][CH:9]=1)[CH:10]=[O:11])([CH3:3])[CH3:2]. The reactants are [CH:1]([C:4]1[C:5]([O:12][CH2:13][CH2:14][CH3:15])=[C:6]([CH2:10][OH:11])[CH:7]=[CH:8][CH:9]=1)([CH3:3])[CH3:2]. (5) The reactants are [C:1]([C:3]1[CH:8]=[CH:7][C:6](B(O)O)=[CH:5][C:4]=1[F:12])#[N:2].Br[C:14]1[CH:15]=[C:16]([CH:18]=[CH:19][CH:20]=1)[NH2:17].[O-]P([O-])([O-])=O.[K+].[K+].[K+].C1(P(C2CCCCC2)C2CCCCC2)CCCCC1. The catalyst is O1CCOCC1.C1C=CC(/C=C/C(/C=C/C2C=CC=CC=2)=O)=CC=1.C1C=CC(/C=C/C(/C=C/C2C=CC=CC=2)=O)=CC=1.C1C=CC(/C=C/C(/C=C/C2C=CC=CC=2)=O)=CC=1.[Pd].[Pd]. The product is [C:1]([C:3]1[CH:8]=[CH:7][C:6]([C:14]2[CH:20]=[CH:19][CH:18]=[C:16]([NH2:17])[CH:15]=2)=[CH:5][C:4]=1[F:12])#[N:2]. The yield is 0.980.